This data is from Full USPTO retrosynthesis dataset with 1.9M reactions from patents (1976-2016). The task is: Predict the reactants needed to synthesize the given product. Given the product [CH2:34]([C:33]1[N:36]=[C:27]([CH:13]2[CH2:14][CH:15]([C:17]3[CH:18]=[CH:19][C:20]([C:23]([F:26])([F:25])[F:24])=[CH:21][CH:22]=3)[CH2:16][N:11]([C:9]([N:5]3[CH2:6][CH2:7][CH2:8][CH:3]([O:2][CH3:1])[CH2:4]3)=[O:10])[CH2:12]2)[O:29][N:32]=1)[CH3:35], predict the reactants needed to synthesize it. The reactants are: [CH3:1][O:2][CH:3]1[CH2:8][CH2:7][CH2:6][N:5]([C:9]([N:11]2[CH2:16][CH:15]([C:17]3[CH:22]=[CH:21][C:20]([C:23]([F:26])([F:25])[F:24])=[CH:19][CH:18]=3)[CH2:14][CH:13]([C:27]([OH:29])=O)[CH2:12]2)=[O:10])[CH2:4]1.Cl.O[NH:32][C:33](=[NH:36])[CH2:34][CH3:35].